Dataset: Reaction yield outcomes from USPTO patents with 853,638 reactions. Task: Predict the reaction yield, written as a fraction of the theoretical maximum amount of product (1.0 means a 100% yield; for example, 0.34 means a 34% yield). (1) The reactants are [Si](O[CH2:9][C:10]1[CH:15]=[CH:14][C:13]([C:16]2[C:21]([C:22]([F:25])([F:24])[F:23])=[CH:20][C:19]([C:26]([F:29])([F:28])[F:27])=[CH:18][C:17]=2[C:30]([F:33])([F:32])[F:31])=[CH:12][N:11]=1)(C(C)(C)C)(C)C.Cl.C([O-])(O)=O.[Na+].O=S(Cl)[Cl:42]. The catalyst is C(Cl)Cl.CCO. The product is [Cl:42][CH2:9][C:10]1[CH:15]=[CH:14][C:13]([C:16]2[C:21]([C:22]([F:25])([F:24])[F:23])=[CH:20][C:19]([C:26]([F:29])([F:28])[F:27])=[CH:18][C:17]=2[C:30]([F:33])([F:32])[F:31])=[CH:12][N:11]=1. The yield is 0.850. (2) The reactants are [NH2:1][C:2]1[CH:10]=[C:9]([O:11][CH3:12])[CH:8]=[C:7]([O:13][CH3:14])[C:3]=1[C:4]([NH2:6])=[O:5].C([Si](C)(C)[O:20][CH2:21][CH2:22][O:23][C:24]1[CH:31]=[CH:30][C:27]([CH:28]=O)=[CH:26][C:25]=1[Cl:32])(C)(C)C.O.C1(C)C=CC(S(O)(=O)=O)=CC=1.S([O-])(O)=O.[Na+]. The catalyst is O.CC(N(C)C)=O. The product is [Cl:32][C:25]1[CH:26]=[C:27]([C:28]2[NH:6][C:4](=[O:5])[C:3]3[C:2](=[CH:10][C:9]([O:11][CH3:12])=[CH:8][C:7]=3[O:13][CH3:14])[N:1]=2)[CH:30]=[CH:31][C:24]=1[O:23][CH2:22][CH2:21][OH:20]. The yield is 0.230. (3) The reactants are FC(F)(F)C(O)=O.[CH:8]([N:11]1[C:15]([C:16]2[N:25]=[C:24]3[N:18]([CH2:19][CH2:20][O:21][C:22]4[CH:29]=[C:28]([CH:30]5[CH2:35][CH2:34][NH:33][CH2:32][CH2:31]5)[CH:27]=[CH:26][C:23]=43)[CH:17]=2)=[N:14][CH:13]=[N:12]1)([CH3:10])[CH3:9].C(=O)([O-])[O-].[K+].[K+].Br[CH2:43][CH2:44][O:45][CH:46]1[CH2:51][CH2:50][CH2:49][CH2:48][O:47]1. The catalyst is CN(C=O)C.C(Cl)Cl. The product is [CH:8]([N:11]1[C:15]([C:16]2[N:25]=[C:24]3[N:18]([CH2:19][CH2:20][O:21][C:22]4[CH:29]=[C:28]([CH:30]5[CH2:35][CH2:34][N:33]([CH2:43][CH2:44][O:45][CH:46]6[CH2:51][CH2:50][CH2:49][CH2:48][O:47]6)[CH2:32][CH2:31]5)[CH:27]=[CH:26][C:23]=43)[CH:17]=2)=[N:14][CH:13]=[N:12]1)([CH3:10])[CH3:9]. The yield is 0.480. (4) The reactants are [NH2:1][C:2]1[S:6][C:5]([C:7]2[CH:12]=[CH:11][CH:10]=[CH:9][CH:8]=2)=[N:4][C:3]=1[C:13]([O:15][CH2:16][CH3:17])=[O:14].[CH3:18][C:19]([O:22][C:23](O[C:23]([O:22][C:19]([CH3:21])([CH3:20])[CH3:18])=[O:24])=[O:24])([CH3:21])[CH3:20]. The catalyst is CC#N.CN(C1C=CN=CC=1)C. The product is [C:19]([O:22][C:23]([NH:1][C:2]1[S:6][C:5]([C:7]2[CH:12]=[CH:11][CH:10]=[CH:9][CH:8]=2)=[N:4][C:3]=1[C:13]([O:15][CH2:16][CH3:17])=[O:14])=[O:24])([CH3:21])([CH3:20])[CH3:18]. The yield is 0.950.